This data is from Catalyst prediction with 721,799 reactions and 888 catalyst types from USPTO. The task is: Predict which catalyst facilitates the given reaction. Reactant: [Br:1][C:2]1[CH:3]=[CH:4][C:5]([N:10]2[CH2:14][CH2:13][CH:12]([CH2:15][C:16]([O:18][CH2:19][CH3:20])=[O:17])[CH2:11]2)=[C:6]([CH:9]=1)[CH:7]=O.C1(P(C2C=CC=CC=2)(C2C=CC=CC=2)=[C:28]([CH3:36])[C:29]([O:31][C:32]([CH3:35])([CH3:34])[CH3:33])=[O:30])C=CC=CC=1.O. Product: [Br:1][C:2]1[CH:3]=[CH:4][C:5]([N:10]2[CH2:14][CH2:13][CH:12]([CH2:15][C:16]([O:18][CH2:19][CH3:20])=[O:17])[CH2:11]2)=[C:6](/[CH:7]=[C:28](\[CH3:36])/[C:29]([O:31][C:32]([CH3:35])([CH3:34])[CH3:33])=[O:30])[CH:9]=1. The catalyst class is: 11.